From a dataset of Catalyst prediction with 721,799 reactions and 888 catalyst types from USPTO. Predict which catalyst facilitates the given reaction. (1) Reactant: [CH2:1]([C@H:3]([NH:10][C:11]([C:13]1[C:22]2[C:17](=[CH:18][CH:19]=[CH:20][CH:21]=2)[N:16]=[C:15]([C:23]2[CH:28]=[CH:27][CH:26]=[CH:25][CH:24]=2)[C:14]=1[O:29][CH2:30][CH2:31][NH:32][C:33](=[O:36])[CH2:34][NH2:35])=[O:12])[C:4]1[CH:9]=[CH:8][CH:7]=[CH:6][CH:5]=1)[CH3:2].[CH:37](=O)[C:38]1[CH:43]=[CH:42][CH:41]=[CH:40][CH:39]=1. Product: [CH2:1]([C@H:3]([NH:10][C:11]([C:13]1[C:22]2[C:17](=[CH:18][CH:19]=[CH:20][CH:21]=2)[N:16]=[C:15]([C:23]2[CH:24]=[CH:25][CH:26]=[CH:27][CH:28]=2)[C:14]=1[O:29][CH2:30][CH2:31][N:32]1[C:33](=[O:36])[CH2:34][NH:35][CH:37]1[C:38]1[CH:43]=[CH:42][CH:41]=[CH:40][CH:39]=1)=[O:12])[C:4]1[CH:9]=[CH:8][CH:7]=[CH:6][CH:5]=1)[CH3:2]. The catalyst class is: 5. (2) Reactant: [CH3:1][O:2][C:3]([C:5]1[CH:10]=[C:9]([NH2:11])[N:8]=[C:7](Cl)[N:6]=1)=[O:4].[Cl:13][C:14]1[CH:19]=[CH:18][C:17](B(O)O)=[C:16]([F:23])[C:15]=1[O:24][CH3:25]. Product: [CH3:1][O:2][C:3]([C:5]1[CH:10]=[C:9]([NH2:11])[N:8]=[C:7]([C:17]2[CH:18]=[CH:19][C:14]([Cl:13])=[C:15]([O:24][CH3:25])[C:16]=2[F:23])[N:6]=1)=[O:4]. The catalyst class is: 762. (3) Reactant: C([N:3]1[CH2:8][CH2:7][CH2:6][N:5]2[N:9]=[CH:10][CH:11]=[C:4]12)=O.[N+:12]([O-])([O-:14])=[O:13].[K+]. Product: [N+:12]([C:11]1[CH:10]=[N:9][N:5]2[CH2:6][CH2:7][CH2:8][NH:3][C:4]=12)([O-:14])=[O:13]. The catalyst class is: 65. (4) Reactant: Br[C:2]1[C:3]([NH2:9])=[N:4][CH:5]=[C:6]([Br:8])[N:7]=1.C(=O)([O-])[O-].[Na+].[Na+].[Cl:16][C:17]1[CH:22]=[CH:21][C:20](B(O)O)=[CH:19][CH:18]=1. Product: [Br:8][C:6]1[N:7]=[C:2]([C:20]2[CH:21]=[CH:22][C:17]([Cl:16])=[CH:18][CH:19]=2)[C:3]([NH2:9])=[N:4][CH:5]=1. The catalyst class is: 659. (5) Reactant: [O:1]=[C:2]1[N:10]([CH2:11][CH2:12][CH3:13])[C:9]2[N:8]=[C:7]([C:14]34[CH2:22][C:18]([C:23](O)=[O:24])([CH2:19][CH2:20][CH2:21]3)[CH2:17][CH2:16][CH2:15]4)[NH:6][C:5]=2[C:4](=[O:26])[N:3]1[CH2:27][CH2:28][CH3:29].B.C1COCC1. Product: [OH:24][CH2:23][C:18]12[CH2:22][C:14]([C:7]3[NH:6][C:5]4[C:4](=[O:26])[N:3]([CH2:27][CH2:28][CH3:29])[C:2](=[O:1])[N:10]([CH2:11][CH2:12][CH3:13])[C:9]=4[N:8]=3)([CH2:15][CH2:16][CH2:17]1)[CH2:21][CH2:20][CH2:19]2. The catalyst class is: 1. (6) The catalyst class is: 2. Product: [Br:1][C:2]1[CH:8]=[CH:7][C:6]([N+:9]([O-:11])=[O:10])=[CH:5][C:3]=1[NH:4][C:20](=[O:21])[CH2:19][Cl:18]. Reactant: [Br:1][C:2]1[CH:8]=[CH:7][C:6]([N+:9]([O-:11])=[O:10])=[CH:5][C:3]=1[NH2:4].N1C=CC=CC=1.[Cl:18][CH2:19][C:20](Cl)=[O:21]. (7) Reactant: [C:1]([C:4]1[CH:9]=[C:8]([O:10][C:11]2[CH:16]=[CH:15][C:14]([NH:17][C:18]3[C:23]([C:24]([NH:26][C:27]4[CH:32]=[CH:31][C:30]([F:33])=[CH:29][C:28]=4[F:34])=[O:25])=[CH:22][N:21]=[C:20](S(C)(=O)=O)[N:19]=3)=[CH:13][C:12]=2[F:39])[CH:7]=[CH:6][N:5]=1)(=[O:3])[NH2:2].[NH:40]1[CH2:45][CH2:44][O:43][CH2:42][CH2:41]1. Product: [C:1]([C:4]1[CH:9]=[C:8]([O:10][C:11]2[CH:16]=[CH:15][C:14]([NH:17][C:18]3[C:23]([C:24]([NH:26][C:27]4[CH:32]=[CH:31][C:30]([F:33])=[CH:29][C:28]=4[F:34])=[O:25])=[CH:22][N:21]=[C:20]([N:40]4[CH2:45][CH2:44][O:43][CH2:42][CH2:41]4)[N:19]=3)=[CH:13][C:12]=2[F:39])[CH:7]=[CH:6][N:5]=1)(=[O:3])[NH2:2]. The catalyst class is: 1.